Task: Predict the reactants needed to synthesize the given product.. Dataset: Full USPTO retrosynthesis dataset with 1.9M reactions from patents (1976-2016) (1) Given the product [CH3:1][N:2]1[CH2:3][CH2:4][N:5]([CH2:8][CH2:9][C:10]2[CH:11]=[CH:12][C:13]3[N:14]([C:16]([C:19]([OH:21])=[O:20])=[CH:17][N:18]=3)[CH:15]=2)[CH2:6][CH2:7]1, predict the reactants needed to synthesize it. The reactants are: [CH3:1][N:2]1[CH2:7][CH2:6][N:5]([CH2:8][CH2:9][C:10]2[CH:11]=[CH:12][C:13]3[N:14]([C:16]([C:19]([O:21]C)=[O:20])=[CH:17][N:18]=3)[CH:15]=2)[CH2:4][CH2:3]1.[Li+].[OH-].Cl. (2) Given the product [NH2:3][C:4]1[O:5][CH2:6][C:7]2([N:23]=1)[CH:20]1[CH:15]([CH2:16][CH2:17][CH:18]([OH:21])[CH2:19]1)[O:14][C:13]1[C:8]2=[CH:9][C:10]([Br:22])=[CH:11][CH:12]=1, predict the reactants needed to synthesize it. The reactants are: [BH4-].[Na+].[NH2:3][C:4]1[O:5][CH2:6][C:7]2([N:23]=1)[CH:20]1[CH:15]([CH2:16][CH2:17][C:18](=[O:21])[CH2:19]1)[O:14][C:13]1[C:8]2=[CH:9][C:10]([Br:22])=[CH:11][CH:12]=1.C1COCC1.CO. (3) Given the product [C:1]1([C:7]([C:12]2[CH:17]=[CH:16][CH:15]=[CH:14][CH:13]=2)([CH3:11])[C:8]([O:18]/[N:19]=[C:20](/[C:22]2[CH:30]=[CH:29][C:25]3[O:26][CH2:27][O:28][C:24]=3[CH:23]=2)\[NH2:21])=[O:9])[CH:6]=[CH:5][CH:4]=[CH:3][CH:2]=1, predict the reactants needed to synthesize it. The reactants are: [C:1]1([C:7]([C:12]2[CH:17]=[CH:16][CH:15]=[CH:14][CH:13]=2)([CH3:11])[C:8](Cl)=[O:9])[CH:6]=[CH:5][CH:4]=[CH:3][CH:2]=1.[OH:18]/[N:19]=[C:20](/[C:22]1[CH:30]=[CH:29][C:25]2[O:26][CH2:27][O:28][C:24]=2[CH:23]=1)\[NH2:21].C(N(CC)CC)C. (4) Given the product [I:1][C:2]1[CH:7]=[CH:6][C:5]([CH2:8][O:9][C:10]2[CH:15]=[CH:14][CH:13]=[CH:12][CH:11]=2)=[CH:4][CH:3]=1, predict the reactants needed to synthesize it. The reactants are: [I:1][C:2]1[CH:7]=[CH:6][C:5]([CH2:8][OH:9])=[CH:4][CH:3]=1.[CH:10]1[CH:15]=[CH:14][C:13](P([C:10]2[CH:15]=[CH:14][CH:13]=[CH:12][CH:11]=2)[C:10]2[CH:15]=[CH:14][CH:13]=[CH:12][CH:11]=2)=[CH:12][CH:11]=1.C1(O)C=CC=CC=1.N(C(OCC)=O)=NC(OCC)=O. (5) Given the product [Cl:27][C:24]1[CH:25]=[CH:26][C:21]([C:20]2[C:14]3[O:13][CH:12]([CH2:11][NH2:10])[CH2:16][C:15]=3[CH:17]=[CH:18][CH:19]=2)=[C:22]([CH3:28])[CH:23]=1, predict the reactants needed to synthesize it. The reactants are: C(OC(=O)[NH:10][CH2:11][CH:12]1[CH2:16][C:15]2[CH:17]=[CH:18][CH:19]=[C:20]([C:21]3[CH:26]=[CH:25][C:24]([Cl:27])=[CH:23][C:22]=3[CH3:28])[C:14]=2[O:13]1)C1C=CC=CC=1.I[Si](C)(C)C. (6) Given the product [CH3:31][O:30][CH2:29][CH:4]([CH2:3][O:2][CH3:1])[O:5][C:6]1[CH:7]=[C:8]([O:18][C:19]2[CH:20]=[N:21][C:22]([S:25]([CH3:28])(=[O:27])=[O:26])=[CH:23][CH:24]=2)[CH:9]=[C:10]2[C:14]=1[NH:13][C:12]([C:15](=[S:41])[NH2:17])=[CH:11]2, predict the reactants needed to synthesize it. The reactants are: [CH3:1][O:2][CH2:3][CH:4]([CH2:29][O:30][CH3:31])[O:5][C:6]1[CH:7]=[C:8]([O:18][C:19]2[CH:20]=[N:21][C:22]([S:25]([CH3:28])(=[O:27])=[O:26])=[CH:23][CH:24]=2)[CH:9]=[C:10]2[C:14]=1[NH:13][C:12]([C:15]([NH2:17])=O)=[CH:11]2.COC1C=CC(P2(SP(C3C=CC(OC)=CC=3)(=S)S2)=[S:41])=CC=1.